This data is from Reaction yield outcomes from USPTO patents with 853,638 reactions. The task is: Predict the reaction yield, written as a fraction of the theoretical maximum amount of product (1.0 means a 100% yield; for example, 0.34 means a 34% yield). (1) The reactants are [CH2:1]([O:8][C:9]1[CH:32]=[C:31]([O:33]COC)[CH:30]=[CH:29][C:10]=1[C:11]1[CH2:12][O:13][C:14]2[C:19]([CH:20]=1)=[CH:18][CH:17]=[C:16]([O:21][CH2:22][C:23]1[CH:28]=[CH:27][CH:26]=[CH:25][CH:24]=1)[CH:15]=2)[C:2]1[CH:7]=[CH:6][CH:5]=[CH:4][CH:3]=1.O.Br.C1(P(C2C=CC=CC=2)C2C=CC=CC=2)C=CC=CC=1. The catalyst is C(#N)C. The product is [CH2:1]([O:8][C:9]1[CH:32]=[C:31]([OH:33])[CH:30]=[CH:29][C:10]=1[C:11]1[CH2:12][O:13][C:14]2[C:19]([CH:20]=1)=[CH:18][CH:17]=[C:16]([O:21][CH2:22][C:23]1[CH:28]=[CH:27][CH:26]=[CH:25][CH:24]=1)[CH:15]=2)[C:2]1[CH:3]=[CH:4][CH:5]=[CH:6][CH:7]=1. The yield is 0.780. (2) The yield is 0.290. The reactants are [NH2:1][C:2]1[N:7]=[CH:6][N:5]=[C:4]2[N:8]([CH2:25][C@H:26]3[CH2:30][CH2:29][CH2:28][N:27]3[C:31](=[O:35])[CH2:32][C:33]#[N:34])[N:9]=[C:10]([C:11]3[CH:16]=[CH:15][C:14]([O:17][C:18]4[CH:23]=[CH:22][CH:21]=[C:20]([F:24])[CH:19]=4)=[CH:13][CH:12]=3)[C:3]=12.N1[CH2:41][CH2:40][CH2:39][CH2:38]C1.C1(C=O)CC1. The product is [NH2:1][C:2]1[N:7]=[CH:6][N:5]=[C:4]2[N:8]([CH2:25][C@H:26]3[CH2:30][CH2:29][CH2:28][N:27]3[C:31]([C:32](=[CH:38][CH:39]3[CH2:41][CH2:40]3)[C:33]#[N:34])=[O:35])[N:9]=[C:10]([C:11]3[CH:16]=[CH:15][C:14]([O:17][C:18]4[CH:23]=[CH:22][CH:21]=[C:20]([F:24])[CH:19]=4)=[CH:13][CH:12]=3)[C:3]=12. The catalyst is CO. (3) The reactants are [CH3:1][C:2]1O[C:4](=[O:15])[C:5]2[C:11]([N+:12]([O-:14])=[O:13])=[CH:10][CH:9]=[CH:8][C:6]=2[N:7]=1.Br.[NH2:17][C@:18]1([CH3:26])[CH2:23][CH2:22][C:21](=[O:24])[NH:20][C:19]1=[O:25].N1C=CN=C1.C1(OP(OC2C=CC=CC=2)OC2C=CC=CC=2)C=CC=CC=1. The catalyst is CN(C=O)C. The product is [CH3:26][C@@:18]1([N:17]2[C:4](=[O:15])[C:5]3[C:6](=[CH:8][CH:9]=[CH:10][C:11]=3[N+:12]([O-:14])=[O:13])[N:7]=[C:2]2[CH3:1])[CH2:23][CH2:22][C:21](=[O:24])[NH:20][C:19]1=[O:25]. The yield is 0.190. (4) The reactants are O.[OH:2][C:3]1[C:11]2[N:10]=NN[C:7]=2[CH:6]=CC=1.C(N(C(C)C)C(C)C)C.Cl.CN(C)CCCN=C=NCC.[F:33][C:34]1[CH:39]=[CH:38][C:37]([C:40]2[C:44]([CH2:45][O:46][C:47]3[CH:55]=[CH:54][C:50]([C:51]([OH:53])=O)=[CH:49][N:48]=3)=[C:43]([CH2:56][OH:57])[O:42][N:41]=2)=[CH:36][CH:35]=1.N[C@@H](CC)CO. The catalyst is C1COCC1. The product is [F:33][C:34]1[CH:39]=[CH:38][C:37]([C:40]2[C:44]([CH2:45][O:46][C:47]3[CH:55]=[CH:54][C:50]([C:51]([NH:10][C@H:11]([CH2:3][OH:2])[CH2:7][CH3:6])=[O:53])=[CH:49][N:48]=3)=[C:43]([CH2:56][OH:57])[O:42][N:41]=2)=[CH:36][CH:35]=1. The yield is 0.620. (5) The reactants are [N:1]1[CH:6]=[CH:5][C:4]([C:7]2[N:8]=[C:9]3[CH2:15][CH2:14][CH2:13][CH2:12][CH2:11][N:10]3[C:16](=[O:18])[CH:17]=2)=[N:3][CH:2]=1.C[Si]([N-][Si](C)(C)C)(C)C.[Li+].[Br:29]N1C(=O)CCC1=O. The catalyst is O1CCCC1.[Cl-].[NH4+].C(OCC)(=O)C. The product is [Br:29][CH:15]1[CH2:14][CH2:13][CH2:12][CH2:11][N:10]2[C:16](=[O:18])[CH:17]=[C:7]([C:4]3[CH:5]=[CH:6][N:1]=[CH:2][N:3]=3)[N:8]=[C:9]12. The yield is 0.310. (6) The reactants are [NH2:1][CH2:2][CH2:3][CH2:4][CH2:5][N:6]([CH2:16][C:17]1[C:22]([C:23]([OH:26])([CH3:25])[CH3:24])=[CH:21][CH:20]=[CH:19][N:18]=1)[CH2:7][C:8]1[C:13]([CH3:14])=[CH:12][C:11]([CH3:15])=[CH:10][N:9]=1.Cl.N1C=CC([C:33]([NH2:35])=[NH:34])=N1.CCN(C(C)C)C(C)C. The catalyst is CN(C=O)C. The product is [CH3:14][C:13]1[C:8]([CH2:7][N:6]([CH2:16][C:17]2[C:22]([C:23]([OH:26])([CH3:24])[CH3:25])=[CH:21][CH:20]=[CH:19][N:18]=2)[CH2:5][CH2:4][CH2:3][CH2:2][NH:1][C:33]([NH2:35])=[NH:34])=[N:9][CH:10]=[C:11]([CH3:15])[CH:12]=1. The yield is 0.410.